Dataset: NCI-60 drug combinations with 297,098 pairs across 59 cell lines. Task: Regression. Given two drug SMILES strings and cell line genomic features, predict the synergy score measuring deviation from expected non-interaction effect. (1) Drug 1: CS(=O)(=O)CCNCC1=CC=C(O1)C2=CC3=C(C=C2)N=CN=C3NC4=CC(=C(C=C4)OCC5=CC(=CC=C5)F)Cl. Drug 2: CCCCC(=O)OCC(=O)C1(CC(C2=C(C1)C(=C3C(=C2O)C(=O)C4=C(C3=O)C=CC=C4OC)O)OC5CC(C(C(O5)C)O)NC(=O)C(F)(F)F)O. Cell line: RXF 393. Synergy scores: CSS=32.7, Synergy_ZIP=4.83, Synergy_Bliss=9.72, Synergy_Loewe=-7.68, Synergy_HSA=2.91. (2) Drug 1: CS(=O)(=O)C1=CC(=C(C=C1)C(=O)NC2=CC(=C(C=C2)Cl)C3=CC=CC=N3)Cl. Drug 2: C1CC(=O)NC(=O)C1N2C(=O)C3=CC=CC=C3C2=O. Cell line: NCI-H460. Synergy scores: CSS=-0.608, Synergy_ZIP=-0.569, Synergy_Bliss=-0.196, Synergy_Loewe=-2.77, Synergy_HSA=-1.02. (3) Drug 1: CC1C(C(CC(O1)OC2CC(CC3=C2C(=C4C(=C3O)C(=O)C5=C(C4=O)C(=CC=C5)OC)O)(C(=O)C)O)N)O.Cl. Drug 2: CCN(CC)CCCC(C)NC1=C2C=C(C=CC2=NC3=C1C=CC(=C3)Cl)OC. Cell line: NCI-H322M. Synergy scores: CSS=30.4, Synergy_ZIP=-0.508, Synergy_Bliss=1.24, Synergy_Loewe=1.49, Synergy_HSA=2.31. (4) Drug 1: CC1=C(C(=CC=C1)Cl)NC(=O)C2=CN=C(S2)NC3=CC(=NC(=N3)C)N4CCN(CC4)CCO. Drug 2: C1C(C(OC1N2C=NC3=C2NC=NCC3O)CO)O. Cell line: MDA-MB-231. Synergy scores: CSS=16.0, Synergy_ZIP=-5.18, Synergy_Bliss=1.66, Synergy_Loewe=-9.13, Synergy_HSA=2.45. (5) Drug 1: C1=CC(=C2C(=C1NCCNCCO)C(=O)C3=C(C=CC(=C3C2=O)O)O)NCCNCCO. Drug 2: CC1C(C(=O)NC(C(=O)N2CCCC2C(=O)N(CC(=O)N(C(C(=O)O1)C(C)C)C)C)C(C)C)NC(=O)C3=C4C(=C(C=C3)C)OC5=C(C(=O)C(=C(C5=N4)C(=O)NC6C(OC(=O)C(N(C(=O)CN(C(=O)C7CCCN7C(=O)C(NC6=O)C(C)C)C)C)C(C)C)C)N)C. Cell line: RPMI-8226. Synergy scores: CSS=51.5, Synergy_ZIP=19.4, Synergy_Bliss=18.8, Synergy_Loewe=17.0, Synergy_HSA=18.4. (6) Drug 1: C1CCC(CC1)NC(=O)N(CCCl)N=O. Drug 2: CC(C)CN1C=NC2=C1C3=CC=CC=C3N=C2N. Cell line: SF-539. Synergy scores: CSS=19.3, Synergy_ZIP=-4.76, Synergy_Bliss=2.98, Synergy_Loewe=0.108, Synergy_HSA=0.588. (7) Drug 1: CC(C)(C#N)C1=CC(=CC(=C1)CN2C=NC=N2)C(C)(C)C#N. Drug 2: CC1CCC2CC(C(=CC=CC=CC(CC(C(=O)C(C(C(=CC(C(=O)CC(OC(=O)C3CCCCN3C(=O)C(=O)C1(O2)O)C(C)CC4CCC(C(C4)OC)O)C)C)O)OC)C)C)C)OC. Cell line: UO-31. Synergy scores: CSS=3.03, Synergy_ZIP=1.80, Synergy_Bliss=3.85, Synergy_Loewe=-4.31, Synergy_HSA=-1.82. (8) Drug 2: C(=O)(N)NO. Cell line: M14. Synergy scores: CSS=11.4, Synergy_ZIP=-1.74, Synergy_Bliss=7.42, Synergy_Loewe=-18.5, Synergy_HSA=5.86. Drug 1: CC1=C2C(C(=O)C3(C(CC4C(C3C(C(C2(C)C)(CC1OC(=O)C(C(C5=CC=CC=C5)NC(=O)C6=CC=CC=C6)O)O)OC(=O)C7=CC=CC=C7)(CO4)OC(=O)C)O)C)OC(=O)C. (9) Drug 1: C1CCN(CC1)CCOC2=CC=C(C=C2)C(=O)C3=C(SC4=C3C=CC(=C4)O)C5=CC=C(C=C5)O. Drug 2: CC=C1C(=O)NC(C(=O)OC2CC(=O)NC(C(=O)NC(CSSCCC=C2)C(=O)N1)C(C)C)C(C)C. Cell line: SNB-75. Synergy scores: CSS=38.7, Synergy_ZIP=2.01, Synergy_Bliss=3.68, Synergy_Loewe=-39.4, Synergy_HSA=1.37.